Dataset: Catalyst prediction with 721,799 reactions and 888 catalyst types from USPTO. Task: Predict which catalyst facilitates the given reaction. Reactant: CS(O[CH2:6][CH2:7][O:8][C:9]1[CH:14]=[CH:13][C:12]([CH:15]2[CH2:20][CH2:19][N:18]([C:21]3[CH:22]=[CH:23][C:24]4[N:25]([C:27]([C:30]([F:33])([F:32])[F:31])=[N:28][N:29]=4)[N:26]=3)[CH2:17][CH2:16]2)=[CH:11][CH:10]=1)(=O)=O.[CH:34]1([N:37]2[CH2:42][CH2:41][NH:40][CH2:39][C:38]2=[O:43])[CH2:36][CH2:35]1.CCN(C(C)C)C(C)C. Product: [CH:34]1([N:37]2[CH2:42][CH2:41][N:40]([CH2:6][CH2:7][O:8][C:9]3[CH:14]=[CH:13][C:12]([CH:15]4[CH2:16][CH2:17][N:18]([C:21]5[CH:22]=[CH:23][C:24]6[N:25]([C:27]([C:30]([F:32])([F:31])[F:33])=[N:28][N:29]=6)[N:26]=5)[CH2:19][CH2:20]4)=[CH:11][CH:10]=3)[CH2:39][C:38]2=[O:43])[CH2:36][CH2:35]1. The catalyst class is: 44.